Dataset: Full USPTO retrosynthesis dataset with 1.9M reactions from patents (1976-2016). Task: Predict the reactants needed to synthesize the given product. (1) Given the product [Br:12][C:13]1[CH:18]=[CH:17][C:16]([O:19][CH2:8][CH2:9][CH2:10][OH:11])=[CH:15][CH:14]=1, predict the reactants needed to synthesize it. The reactants are: C(=O)([O-])[O-].[K+].[K+].Br[CH2:8][CH2:9][CH2:10][OH:11].[Br:12][C:13]1[CH:18]=[CH:17][C:16]([OH:19])=[CH:15][CH:14]=1.[Cl-].[NH4+]. (2) Given the product [CH2:38]([N:3]([CH2:1][CH3:2])[CH2:4][CH2:5][CH2:6][NH:7][C:8]1[N:9]=[C:10]([C:27]2[CH:28]=[C:29]([CH:33]=[C:34]([F:37])[C:35]=2[CH3:36])[C:30]([NH:75][C:71]([CH3:74])([CH3:73])[CH3:72])=[O:32])[C:11]2[CH:17]=[CH:16][C:15](=[O:18])[N:14]([C:19]3[C:20]([F:26])=[CH:21][CH:22]=[CH:23][C:24]=3[F:25])[C:12]=2[N:13]=1)[CH3:39], predict the reactants needed to synthesize it. The reactants are: [CH2:1]([N:3]([CH2:38][CH3:39])[CH2:4][CH2:5][CH2:6][NH:7][C:8]1[N:9]=[C:10]([C:27]2[CH:28]=[C:29]([CH:33]=[C:34]([F:37])[C:35]=2[CH3:36])[C:30]([OH:32])=O)[C:11]2[CH:17]=[CH:16][C:15](=[O:18])[N:14]([C:19]3[C:24]([F:25])=[CH:23][CH:22]=[CH:21][C:20]=3[F:26])[C:12]=2[N:13]=1)[CH3:2].CN(C(ON1N=NC2C=CC=CC1=2)=[N+](C)C)C.F[P-](F)(F)(F)(F)F.C(N(CC)CC)C.[C:71]([NH2:75])([CH3:74])([CH3:73])[CH3:72]. (3) Given the product [Br:1][C:2]1[C:10]2[C:6](=[CH:7][N:8]([CH3:15])[N:9]=2)[CH:5]=[CH:4][CH:3]=1, predict the reactants needed to synthesize it. The reactants are: [Br:1][C:2]1[CH:3]=[CH:4][CH:5]=[C:6]2[C:10]=1[NH:9][N:8]=[CH:7]2.S(OC)(O[CH3:15])(=O)=O. (4) Given the product [CH3:1][S:2]([N:5]1[CH2:10][CH2:9][N:8]([C:11](=[O:29])[C@@H:12]([N:20]([CH3:32])[C:21]([C:23]2[CH:28]=[CH:27][CH:26]=[CH:25][CH:24]=2)=[O:22])[CH2:13][CH2:14][CH2:15][C:16]([O:18][CH3:19])=[O:17])[CH2:7][CH2:6]1)(=[O:3])=[O:4], predict the reactants needed to synthesize it. The reactants are: [CH3:1][S:2]([N:5]1[CH2:10][CH2:9][N:8]([C:11](=[O:29])[C@@H:12]([NH:20][C:21]([C:23]2[CH:28]=[CH:27][CH:26]=[CH:25][CH:24]=2)=[O:22])[CH2:13][CH2:14][CH2:15][C:16]([O:18][CH3:19])=[O:17])[CH2:7][CH2:6]1)(=[O:4])=[O:3].[H-].[Na+].[CH3:32]I. (5) Given the product [O:12]1[CH2:13][CH2:14][CH2:15][CH2:16][CH:11]1[N:6]1[C:7]2[C:3](=[C:2]([B:22]3[O:26][C:25]([CH3:28])([CH3:27])[C:24]([CH3:30])([CH3:29])[O:23]3)[CH:10]=[CH:9][CH:8]=2)[CH:4]=[N:5]1, predict the reactants needed to synthesize it. The reactants are: Br[C:2]1[CH:10]=[CH:9][CH:8]=[C:7]2[C:3]=1[CH:4]=[N:5][N:6]2[CH:11]1[CH2:16][CH2:15][CH2:14][CH2:13][O:12]1.CC([O-])=O.[K+].[B:22]1([B:22]2[O:26][C:25]([CH3:28])([CH3:27])[C:24]([CH3:30])([CH3:29])[O:23]2)[O:26][C:25]([CH3:28])([CH3:27])[C:24]([CH3:30])([CH3:29])[O:23]1.C(Cl)Cl. (6) Given the product [CH3:21][C:20]([CH3:23])([CH3:22])[CH2:19][CH2:18][O:10][C:7]1[CH:8]=[CH:9][C:2]([OH:1])=[C:3]([CH:6]=1)[CH:4]=[O:5], predict the reactants needed to synthesize it. The reactants are: [OH:1][C:2]1[CH:9]=[CH:8][C:7]([OH:10])=[CH:6][C:3]=1[CH:4]=[O:5].C([O-])([O-])=O.[K+].[K+].I[CH2:18][CH2:19][C:20]([CH3:23])([CH3:22])[CH3:21]. (7) Given the product [CH3:19][O:20][C:21]1[CH:26]=[CH:25][CH:24]=[C:23]([N:27]2[CH2:32][CH2:31][O:30][CH2:29][CH2:28]2)[C:22]=1[CH2:33][CH2:34][N:1]1[CH2:2][CH2:3][CH:4]([N:7]2[C:15]3[C:10](=[CH:11][CH:12]=[C:13]([C:16]([NH2:18])=[O:17])[CH:14]=3)[CH:9]=[CH:8]2)[CH2:5][CH2:6]1, predict the reactants needed to synthesize it. The reactants are: [NH:1]1[CH2:6][CH2:5][CH:4]([N:7]2[C:15]3[C:10](=[CH:11][CH:12]=[C:13]([C:16]([NH2:18])=[O:17])[CH:14]=3)[CH:9]=[CH:8]2)[CH2:3][CH2:2]1.[CH3:19][O:20][C:21]1[CH:26]=[CH:25][CH:24]=[C:23]([N:27]2[CH2:32][CH2:31][O:30][CH2:29][CH2:28]2)[C:22]=1[CH2:33][CH:34]=O.C(O[BH-](OC(=O)C)OC(=O)C)(=O)C.[Na+].[OH-].[Na+]. (8) Given the product [O:11]=[C:2]1[CH2:3][CH2:4][C:5]2[C:10](=[CH:9][CH:8]=[CH:7][CH:6]=2)[N:1]1[C:15]([O:17][CH2:18][C:19]1[CH:24]=[CH:23][CH:22]=[CH:21][CH:20]=1)=[O:16], predict the reactants needed to synthesize it. The reactants are: [NH:1]1[C:10]2[C:5](=[CH:6][CH:7]=[CH:8][CH:9]=2)[CH2:4][CH2:3][C:2]1=[O:11].[H-].[Na+].Cl[C:15]([O:17][CH2:18][C:19]1[CH:24]=[CH:23][CH:22]=[CH:21][CH:20]=1)=[O:16].O. (9) Given the product [CH2:29]([N:3]1[CH2:4][CH2:5][C:6]2[CH:11]=[C:10]([O:12][C:13]3[CH:21]=[CH:20][C:16]([C:17]([NH2:19])=[O:18])=[CH:15][N:14]=3)[CH:9]=[CH:8][C:7]=2[CH2:1][CH2:2]1)[CH2:30][C:31]1[CH:36]=[CH:35][CH:34]=[CH:33][CH:32]=1, predict the reactants needed to synthesize it. The reactants are: [CH2:1]1[C:7]2[CH:8]=[CH:9][C:10]([O:12][C:13]3[CH:21]=[CH:20][C:16]([C:17]([NH2:19])=[O:18])=[CH:15][N:14]=3)=[CH:11][C:6]=2[CH2:5][CH2:4][NH:3][CH2:2]1.C([O-])([O-])=O.[K+].[K+].Br[CH2:29][CH2:30][C:31]1[CH:36]=[CH:35][CH:34]=[CH:33][CH:32]=1. (10) Given the product [C:1]([O:5][C:6]([N:8]1[CH2:13][CH2:12][N:11]([C:14]([C:16]2[N:24]3[C:19]([CH:20]=[CH:21][CH:22]=[CH:23]3)=[C:18]([C:25]3[CH:30]=[CH:29][CH:28]=[CH:27][CH:26]=3)[C:17]=2[CH2:31][C:32]2[CH:37]=[CH:36][CH:35]=[C:34]([F:38])[C:33]=2[CH3:39])=[O:15])[CH2:10][C@@H:9]1[CH2:40][C:41]([OH:43])=[O:42])=[O:7])([CH3:4])([CH3:2])[CH3:3], predict the reactants needed to synthesize it. The reactants are: [C:1]([O:5][C:6]([N:8]1[CH2:13][CH2:12][N:11]([C:14]([C:16]2[N:24]3[C:19]([CH:20]=[CH:21][CH:22]=[CH:23]3)=[C:18]([C:25]3[CH:30]=[CH:29][CH:28]=[CH:27][CH:26]=3)[C:17]=2[CH2:31][C:32]2[CH:37]=[CH:36][CH:35]=[C:34]([F:38])[C:33]=2[CH3:39])=[O:15])[CH2:10][C@@H:9]1[CH2:40][C:41]([O:43]C)=[O:42])=[O:7])([CH3:4])([CH3:3])[CH3:2].[OH-].[Li+].